Dataset: Merck oncology drug combination screen with 23,052 pairs across 39 cell lines. Task: Regression. Given two drug SMILES strings and cell line genomic features, predict the synergy score measuring deviation from expected non-interaction effect. (1) Drug 1: CN(C)C(=N)N=C(N)N. Drug 2: Cn1nnc2c(C(N)=O)ncn2c1=O. Cell line: SKMES1. Synergy scores: synergy=8.45. (2) Cell line: RKO. Drug 2: Cn1cc(-c2cnn3c(N)c(Br)c(C4CCCNC4)nc23)cn1. Drug 1: COc1cc(C2c3cc4c(cc3C(OC3OC5COC(C)OC5C(O)C3O)C3COC(=O)C23)OCO4)cc(OC)c1O. Synergy scores: synergy=8.76. (3) Drug 1: O=S1(=O)NC2(CN1CC(F)(F)F)C1CCC2Cc2cc(C=CCN3CCC(C(F)(F)F)CC3)ccc2C1. Drug 2: CN(C)C(=N)N=C(N)N. Cell line: ES2. Synergy scores: synergy=-2.65. (4) Drug 1: CC(=O)OC1C(=O)C2(C)C(O)CC3OCC3(OC(C)=O)C2C(OC(=O)c2ccccc2)C2(O)CC(OC(=O)C(O)C(NC(=O)c3ccccc3)c3ccccc3)C(C)=C1C2(C)C. Drug 2: N#Cc1ccc(Cn2cncc2CN2CCN(c3cccc(Cl)c3)C(=O)C2)cc1. Cell line: A2058. Synergy scores: synergy=17.7. (5) Drug 1: CN1C(=O)C=CC2(C)C3CCC4(C)C(NC(=O)OCC(F)(F)F)CCC4C3CCC12. Drug 2: CN(C)C(=N)N=C(N)N. Cell line: OV90. Synergy scores: synergy=-4.70. (6) Drug 1: CN(Cc1cnc2nc(N)nc(N)c2n1)c1ccc(C(=O)NC(CCC(=O)O)C(=O)O)cc1. Drug 2: NC(=O)c1cccc2cn(-c3ccc(C4CCCNC4)cc3)nc12. Cell line: KPL1. Synergy scores: synergy=-17.2. (7) Cell line: COLO320DM. Drug 1: O=S1(=O)NC2(CN1CC(F)(F)F)C1CCC2Cc2cc(C=CCN3CCC(C(F)(F)F)CC3)ccc2C1. Synergy scores: synergy=23.9. Drug 2: COC1CC2CCC(C)C(O)(O2)C(=O)C(=O)N2CCCCC2C(=O)OC(C(C)CC2CCC(OP(C)(C)=O)C(OC)C2)CC(=O)C(C)C=C(C)C(O)C(OC)C(=O)C(C)CC(C)C=CC=CC=C1C. (8) Drug 1: CC1CC2C3CCC4=CC(=O)C=CC4(C)C3(F)C(O)CC2(C)C1(O)C(=O)CO. Drug 2: COC1CC2CCC(C)C(O)(O2)C(=O)C(=O)N2CCCCC2C(=O)OC(C(C)CC2CCC(OP(C)(C)=O)C(OC)C2)CC(=O)C(C)C=C(C)C(O)C(OC)C(=O)C(C)CC(C)C=CC=CC=C1C. Cell line: RKO. Synergy scores: synergy=18.9.